From a dataset of Full USPTO retrosynthesis dataset with 1.9M reactions from patents (1976-2016). Predict the reactants needed to synthesize the given product. (1) The reactants are: [CH:1]1[CH:2]=[CH:3][C:4]2[O:12][C:10](=O)[NH:9][C:7](=[O:8])[C:5]=2[CH:6]=1.[CH3:13][N:14]([CH3:22])[CH2:15][CH2:16][CH2:17][CH2:18][CH2:19]CO.C1(P(C2C=CC=CC=2)C2C=CC=CC=2)C=CC=CC=1.N(C([O-])=O)=NC([O-])=O.[OH-].[Na+]. Given the product [CH3:13][N:14]([CH3:22])[CH2:15][CH2:16][CH2:17][CH2:18][CH2:19][CH2:10][NH:9][C:7](=[O:8])[C:5]1[C:4](=[CH:3][CH:2]=[CH:1][CH:6]=1)[OH:12], predict the reactants needed to synthesize it. (2) Given the product [Br:16][C:17]1[CH:22]=[CH:21][C:20]([C:23]([CH3:27])([CH3:26])[CH2:24][O:8][Si:1]([C:4]([CH3:7])([CH3:6])[CH3:5])([CH3:3])[CH3:2])=[CH:19][CH:18]=1, predict the reactants needed to synthesize it. The reactants are: [Si:1]([O:8]S(C(F)(F)F)(=O)=O)([C:4]([CH3:7])([CH3:6])[CH3:5])([CH3:3])[CH3:2].[Br:16][C:17]1[CH:22]=[CH:21][C:20]([C:23]([CH3:27])([CH3:26])[CH2:24]O)=[CH:19][CH:18]=1.N1C(C)=CC=CC=1C.C([O-])(O)=O.[Na+]. (3) Given the product [CH3:17][O:16][C:13]([CH3:15])([CH3:14])[C@H:9]([NH:8][C:6]([O:5][CH3:1])=[O:7])[C:10]([OH:12])=[O:11], predict the reactants needed to synthesize it. The reactants are: [C:1]([O:5][C:6]([NH:8][C@@H:9]([C:13]([O:16][CH3:17])([CH3:15])[CH3:14])[C:10]([OH:12])=[O:11])=[O:7])(C)(C)C.FC(F)(F)C(O)=O.[OH-].[Na+].ClC(OC)=O. (4) The reactants are: [F:1][C:2]1[CH:3]=[CH:4][C:5]([O:11][CH3:12])=[C:6](B(O)O)[CH:7]=1.[C:13]([O:17][C:18]([N:20]1[CH2:25][CH:24]=[C:23](OS(C(F)(F)F)(=O)=O)[CH2:22][CH2:21]1)=[O:19])([CH3:16])([CH3:15])[CH3:14].COCCOC.C(=O)([O-])[O-].[Na+].[Na+]. Given the product [C:13]([O:17][C:18]([N:20]1[CH2:21][CH:22]=[C:23]([C:6]2[CH:7]=[C:2]([F:1])[CH:3]=[CH:4][C:5]=2[O:11][CH3:12])[CH2:24][CH2:25]1)=[O:19])([CH3:16])([CH3:14])[CH3:15], predict the reactants needed to synthesize it. (5) Given the product [NH2:8][CH:9]([CH2:10][N:11]1[CH:15]([CH3:16])[C:14]2[CH:17]=[C:18]([C:21]3[C:29]4[C:24](=[CH:25][C:26]([F:30])=[CH:27][CH:28]=4)[NH:23][CH:22]=3)[CH:19]=[CH:20][C:13]=2[S:12]1(=[O:38])=[O:39])[C:40]([NH:42][CH3:43])=[O:41], predict the reactants needed to synthesize it. The reactants are: C(OC([NH:8][CH:9]([C:40]([NH:42][CH3:43])=[O:41])[CH2:10][N:11]1[CH:15]([CH3:16])[C:14]2[CH:17]=[C:18]([C:21]3[C:29]4[C:24](=[CH:25][C:26]([F:30])=[CH:27][CH:28]=4)[NH:23][C:22]=3C(OC(C)(C)C)=O)[CH:19]=[CH:20][C:13]=2[S:12]1(=[O:39])=[O:38])=O)(C)(C)C. (6) Given the product [N+:27]([CH2:30][CH2:31][C:32]1[CH:33]=[CH:34][CH:35]=[CH:36][CH:37]=1)([O-:29])=[O:28], predict the reactants needed to synthesize it. The reactants are: C(O)(=O)C.C(O)(=O)C.C(NCCNCC1C=CC=CC=1)C1C=CC=CC=1.[N+:27]([CH2:30][CH2:31][CH2:32][CH2:33][CH2:34][CH2:35][CH2:36][CH2:37]CCCCCCCCCC)([O-:29])=[O:28].C=O.